Dataset: Retrosynthesis with 50K atom-mapped reactions and 10 reaction types from USPTO. Task: Predict the reactants needed to synthesize the given product. (1) Given the product O=C(NCCC12CC3CC(CC(C3)C1)C2)c1cc(-c2ccccc2C(=O)O)ccc1Cl, predict the reactants needed to synthesize it. The reactants are: COC(=O)c1ccccc1-c1ccc(Cl)c(C(=O)NCCC23CC4CC(CC(C4)C2)C3)c1. (2) The reactants are: COc1ccc2c(c1)C[C@@H](C)[C@@H]1[C@@H]2CC[C@]2(C)[C@H](CO)CC[C@H]12. Given the product COc1ccc2c(c1)C[C@@H](C)[C@@H]1[C@@H]2CC[C@]2(C)[C@H](C=O)CC[C@H]12, predict the reactants needed to synthesize it. (3) Given the product [N-]=[N+]=NC[C@H]1O[C@@H](n2cc(/C=C/Br)c(=O)[nH]c2=O)C[C@@H]1Cl, predict the reactants needed to synthesize it. The reactants are: CS(=O)(=O)OC[C@H]1O[C@@H](n2cc(/C=C/Br)c(=O)[nH]c2=O)C[C@@H]1Cl.[N-]=[N+]=[N-]. (4) Given the product O=[N+]([O-])c1cc(OCc2ccccc2)ccc1Cl, predict the reactants needed to synthesize it. The reactants are: BrCc1ccccc1.O=[N+]([O-])c1cc(O)ccc1Cl. (5) Given the product CCOC(=O)C1=C(N2CCC(N3CCOCC3)CC2)OC(=Cc2c[nH]c3ncccc23)C1=O, predict the reactants needed to synthesize it. The reactants are: CCOC(=O)C1=C(N2CCC(N3CCOCC3)CC2)OCC1=O.O=Cc1c[nH]c2ncccc12. (6) Given the product CC1=C(C#N)[C@@H](c2ccc(C#N)cc2S(=O)(=O)Cc2cscn2)N(C)C(=O)N1c1cccc(C(F)(F)F)c1, predict the reactants needed to synthesize it. The reactants are: CC1=C(C#N)[C@@H](c2ccc(C#N)cc2S(=O)[O-])N(C)C(=O)N1c1cccc(C(F)(F)F)c1.ClCc1cscn1. (7) Given the product OC1CN(Cc2ccccc2)CCC1c1ccc(Br)cc1, predict the reactants needed to synthesize it. The reactants are: Brc1ccc(C2=CCN(Cc3ccccc3)CC2)cc1.OO. (8) Given the product N#Cc1ccnc(NS(=O)(=O)c2ccccc2)c1, predict the reactants needed to synthesize it. The reactants are: N#Cc1ccnc(N)c1.O=S(=O)(Cl)c1ccccc1.